Dataset: Reaction yield outcomes from USPTO patents with 853,638 reactions. Task: Predict the reaction yield, written as a fraction of the theoretical maximum amount of product (1.0 means a 100% yield; for example, 0.34 means a 34% yield). (1) The reactants are [F:1][C:2]1[CH:14]=[CH:13][CH:12]=[C:11]([F:15])[C:3]=1[CH2:4][N:5]1[CH2:9][CH:8]=[CH:7][N:6]1O.P(Br)(Br)([Br:18])=O. The catalyst is C(Cl)(Cl)Cl. The product is [Br:18][C:9]1[N:5]([CH2:4][C:3]2[C:2]([F:1])=[CH:14][CH:13]=[CH:12][C:11]=2[F:15])[N:6]=[CH:7][CH:8]=1. The yield is 0.967. (2) The reactants are [CH:1]1([OH:6])[CH2:5][CH2:4][CH2:3][CH2:2]1.[H-].[Na+].Br[CH2:10][C:11]1[C:15]([C:16]([O:18][CH3:19])=[O:17])=[C:14]([CH:20]([CH3:22])[CH3:21])[O:13][N:12]=1. The catalyst is C1COCC1. The product is [CH:1]1([O:6][CH2:10][C:11]2[C:15]([C:16]([O:18][CH:19]3[CH2:3][CH2:2][CH2:1][CH2:5]3)=[O:17])=[C:14]([CH:20]([CH3:22])[CH3:21])[O:13][N:12]=2)[CH2:5][CH2:4][CH2:3][CH2:2]1. The yield is 0.150. (3) The reactants are [NH2:1][C:2]1[CH:3]=[CH:4][C:5]([O:12][C:13]2[CH:14]=[N:15][CH:16]=[C:17]([Cl:19])[CH:18]=2)=[C:6]([C:8](=[O:11])[CH2:9][CH3:10])[CH:7]=1.[CH3:20][O:21][C:22]1[CH:23]=[C:24]([N:28]=[C:29]=[O:30])[CH:25]=[CH:26][CH:27]=1. The catalyst is C1COCC1. The product is [Cl:19][C:17]1[CH:18]=[C:13]([O:12][C:5]2[CH:4]=[CH:3][C:2]([NH:1][C:29]([NH:28][C:24]3[CH:25]=[CH:26][CH:27]=[C:22]([O:21][CH3:20])[CH:23]=3)=[O:30])=[CH:7][C:6]=2[C:8](=[O:11])[CH2:9][CH3:10])[CH:14]=[N:15][CH:16]=1. The yield is 0.521.